Dataset: Catalyst prediction with 721,799 reactions and 888 catalyst types from USPTO. Task: Predict which catalyst facilitates the given reaction. (1) Reactant: [H-].[Na+].[F:3][C:4]([F:18])([F:17])[C:5]1[CH:10]=[CH:9][N:8]=[C:7]([C:11]2[NH:12][O:13][C:14](=[O:16])[N:15]=2)[CH:6]=1.[CH3:19][C:20]([CH3:26])([CH3:25])[CH2:21][C:22](Cl)=[O:23].[Cl-].[NH4+]. Product: [CH3:19][C:20]([CH3:26])([CH3:25])[CH2:21][C:22]([N:15]1[C:14](=[O:16])[O:13][N:12]=[C:11]1[C:7]1[CH:6]=[C:5]([C:4]([F:3])([F:17])[F:18])[CH:10]=[CH:9][N:8]=1)=[O:23]. The catalyst class is: 9. (2) Reactant: [NH2:1][C:2]1[C:3]([C:16]([NH:18][CH2:19][CH3:20])=[O:17])=[N:4][C:5]([C:8]2[CH:13]=[CH:12][CH:11]=[C:10]([CH2:14]Br)[CH:9]=2)=[CH:6][N:7]=1.[C@@H:21]1([NH2:30])[C:29]2[C:24](=[CH:25][CH:26]=[CH:27][CH:28]=2)[CH2:23][CH2:22]1.C(N(C(C)C)CC)(C)C. Product: [NH2:1][C:2]1[C:3]([C:16]([NH:18][CH2:19][CH3:20])=[O:17])=[N:4][C:5]([C:8]2[CH:13]=[CH:12][CH:11]=[C:10]([CH2:14][NH:30][C@@H:21]3[C:29]4[C:24](=[CH:25][CH:26]=[CH:27][CH:28]=4)[CH2:23][CH2:22]3)[CH:9]=2)=[CH:6][N:7]=1. The catalyst class is: 10. (3) Reactant: ClC(Cl)([O:4]C(=O)OC(Cl)(Cl)Cl)Cl.[Br:13][C:14]1[CH:15]=[C:16]([CH:27]=[C:28]([F:30])[CH:29]=1)[CH2:17][NH:18][NH:19][C:20]([O:22][C:23]([CH3:26])([CH3:25])[CH3:24])=[O:21].[CH:31]([N:34]([CH2:38]C)[CH:35]([CH3:37])[CH3:36])(C)C.[Cl:40][C:41]1[CH:48]=CC(NC)=C[CH:42]=1. Product: [Br:13][C:14]1[CH:15]=[C:16]([CH:27]=[C:28]([F:30])[CH:29]=1)[CH2:17][N:18]([C:38](=[O:4])[N:34]([C:35]1[CH:36]=[CH:48][C:41]([Cl:40])=[CH:42][CH:37]=1)[CH3:31])[NH:19][C:20]([O:22][C:23]([CH3:26])([CH3:25])[CH3:24])=[O:21]. The catalyst class is: 2. (4) Reactant: [CH2:1]([N:8]([CH2:18][CH2:19][CH2:20][N:21]([CH2:31][C:32]1[CH:37]=[CH:36][CH:35]=[CH:34][CH:33]=1)[C:22]([O:24][CH2:25][C:26]1[S:30][CH:29]=[N:28][CH:27]=1)=[O:23])[C:9](=[O:17])[O:10][CH2:11][C:12]1[S:16][CH:15]=[N:14][CH:13]=1)[C:2]1[CH:7]=[CH:6][CH:5]=[CH:4][CH:3]=1.BrCC1C=CC([C:44]([C:46]2[CH:51]=[CH:50][CH:49]=[CH:48][CH:47]=2)=[O:45])=CC=1.[H-].[Na+].Cl. Product: [C:44]([C:35]1[CH:34]=[CH:33][C:32]([CH2:31][N:21]([CH2:20][CH2:19][CH2:18][N:8]([CH2:1][C:2]2[CH:7]=[CH:6][C:5]([C:44](=[O:45])[C:46]3[CH:47]=[CH:48][CH:49]=[CH:50][CH:51]=3)=[CH:4][CH:3]=2)[C:9]([O:10][CH2:11][C:12]2[S:16][CH:15]=[N:14][CH:13]=2)=[O:17])[C:22](=[O:23])[O:24][CH2:25][C:26]2[S:30][CH:29]=[N:28][CH:27]=2)=[CH:37][CH:36]=1)(=[O:45])[C:46]1[CH:51]=[CH:50][CH:49]=[CH:48][CH:47]=1. The catalyst class is: 31. (5) Reactant: Br[C:2]1[CH:3]=[C:4]2[C:30](=[CH:31][CH:32]=1)[C:8]1[NH:9][C:10]([C@@H:12]3[C@H:17]4[CH2:18][C@H:14]([CH2:15][CH2:16]4)[N:13]3[C:19](=[O:29])[C@@H:20]([NH:24][C:25](=[O:28])[O:26][CH3:27])[CH:21]([CH3:23])[CH3:22])=[N:11][C:7]=1[CH:6]=[CH:5]2.CC1(C)C(C)(C)OB([C:41]2[CH:42]=[C:43]3[C:63](=[CH:64][CH:65]=2)[C:47]2[NH:48][C:49]([C@@H:51]4[CH2:55][CH2:54][CH2:53][N:52]4[C:56]([O:58][C:59]([CH3:62])([CH3:61])[CH3:60])=[O:57])=[N:50][C:46]=2[CH:45]=[CH:44]3)O1.P([O-])([O-])([O-])=O.[K+].[K+].[K+]. Product: [CH3:27][O:26][C:25]([NH:24][C@@H:20]([CH:21]([CH3:23])[CH3:22])[C:19]([N:13]1[C@H:12]([C:10]2[NH:9][C:8]3[C:30]4[C:4]([CH:5]=[CH:6][C:7]=3[N:11]=2)=[CH:3][C:2]([C:41]2[CH:42]=[C:43]3[C:63](=[CH:64][CH:65]=2)[C:47]2[NH:48][C:49]([C@@H:51]5[CH2:55][CH2:54][CH2:53][N:52]5[C:56]([O:58][C:59]([CH3:61])([CH3:62])[CH3:60])=[O:57])=[N:50][C:46]=2[CH:45]=[CH:44]3)=[CH:32][CH:31]=4)[C@H:17]2[CH2:18][C@@H:14]1[CH2:15][CH2:16]2)=[O:29])=[O:28]. The catalyst class is: 843. (6) Reactant: [OH-].[K+].C([O:5][C:6](=[O:24])[C:7]1[CH:12]=[CH:11][C:10]([NH:13][C:14]2[CH:19]=[CH:18][CH:17]=[C:16]([Cl:20])[CH:15]=2)=[N:9][C:8]=1[CH:21]([CH3:23])[CH3:22])C. Product: [ClH:20].[Cl:20][C:16]1[CH:15]=[C:14]([NH:13][C:10]2[CH:11]=[CH:12][C:7]([C:6]([OH:24])=[O:5])=[C:8]([CH:21]([CH3:23])[CH3:22])[N:9]=2)[CH:19]=[CH:18][CH:17]=1. The catalyst class is: 97. (7) Reactant: [F:1][C:2]1[N:7]=[C:6]2[O:8][C:9]([C:11]3[CH:12]=[C:13]4[CH:19]=[CH:18][N:17](CC5C=CC(OC)=CC=5)[C:14]4=[N:15][CH:16]=3)=[N:10][C:5]2=[CH:4][CH:3]=1. Product: [F:1][C:2]1[N:7]=[C:6]2[O:8][C:9]([C:11]3[CH:12]=[C:13]4[CH:19]=[CH:18][NH:17][C:14]4=[N:15][CH:16]=3)=[N:10][C:5]2=[CH:4][CH:3]=1. The catalyst class is: 67. (8) Reactant: [H-].C([Al+]CC(C)C)C(C)C.[CH3:11][O:12][C:13]1[CH:18]=[CH:17][C:16]([CH2:19][CH2:20][C:21](OCC)=[O:22])=[CH:15][CH:14]=1.[Cl-].[NH4+]. Product: [CH3:11][O:12][C:13]1[CH:18]=[CH:17][C:16]([CH2:19][CH2:20][CH:21]=[O:22])=[CH:15][CH:14]=1. The catalyst class is: 11. (9) Reactant: [N+:1]([C:4]1[CH:5]=[C:6]2[C:11](=[CH:12][C:13]=1[O:14][CH2:15][CH2:16][CH2:17][N:18]1[CH2:23][CH2:22][O:21][CH2:20][CH2:19]1)[N:10]=[CH:9][N:8]=[C:7]2[NH:24][C:25]1[CH:30]=[CH:29][CH:28]=[CH:27][CH:26]=1)([O-])=O.O.NN. Product: [NH2:1][C:4]1[CH:5]=[C:6]2[C:11](=[CH:12][C:13]=1[O:14][CH2:15][CH2:16][CH2:17][N:18]1[CH2:23][CH2:22][O:21][CH2:20][CH2:19]1)[N:10]=[CH:9][N:8]=[C:7]2[NH:24][C:25]1[CH:30]=[CH:29][CH:28]=[CH:27][CH:26]=1. The catalyst class is: 181. (10) Reactant: C(OC([NH:8][CH2:9][CH2:10][O:11][C:12]1[CH:21]=[C:20]([C:22]([O:24][CH3:25])=[O:23])[CH:19]=[CH:18][C:13]=1[C:14]([O:16][CH3:17])=[O:15])=O)(C)(C)C.C(Cl)Cl.[C:29]([OH:35])([C:31]([F:34])([F:33])[F:32])=[O:30]. Product: [NH2:8][CH2:9][CH2:10][O:11][C:12]1[CH:21]=[C:20]([C:22]([O:24][CH3:25])=[O:23])[CH:19]=[CH:18][C:13]=1[C:14]([O:16][CH3:17])=[O:15].[C:29]([OH:35])([C:31]([F:34])([F:33])[F:32])=[O:30]. The catalyst class is: 275.